Dataset: Forward reaction prediction with 1.9M reactions from USPTO patents (1976-2016). Task: Predict the product of the given reaction. (1) Given the reactants C([O:3][C:4](=[O:38])[CH2:5][CH2:6][NH:7][C:8]([C:10]1[N:15]=[CH:14][C:13]([NH:16][CH:17]([C:22]2[CH:27]=[CH:26][C:25]([C:28]3[CH:33]=[CH:32][C:31]([C:34]([F:37])([F:36])[F:35])=[CH:30][CH:29]=3)=[CH:24][CH:23]=2)[CH2:18][CH:19]([CH3:21])[CH3:20])=[CH:12][N:11]=1)=[O:9])C.FC(F)(F)C1C=CC(C2N=CC(C=O)=CN=2)=CC=1.[OH-].[Na+].Cl, predict the reaction product. The product is: [CH3:20][CH:19]([CH3:21])[CH2:18][CH:17]([NH:16][C:13]1[CH:12]=[N:11][C:10]([C:8]([NH:7][CH2:6][CH2:5][C:4]([OH:38])=[O:3])=[O:9])=[N:15][CH:14]=1)[C:22]1[CH:27]=[CH:26][C:25]([C:28]2[CH:29]=[CH:30][C:31]([C:34]([F:36])([F:35])[F:37])=[CH:32][CH:33]=2)=[CH:24][CH:23]=1. (2) The product is: [ClH:1].[ClH:1].[NH2:3][C@@H:4]([CH3:13])[C@H:5]([OH:12])[C:6]([NH:8][CH:9]1[CH2:10][CH2:11]1)=[O:7]. Given the reactants [ClH:1].Cl.[NH2:3][C@@H:4]([CH2:13]C)[C@H:5]([OH:12])[C:6]([NH:8][CH:9]1[CH2:11][CH2:10]1)=[O:7].OC[C@@H](NC(=O)OC(C)(C)C)C, predict the reaction product. (3) Given the reactants [C:1]([C:4]1[CH:9]=[CH:8][C:7]([C:10]#[C:11][C:12]2[CH:13]=[C:14]([Cl:20])[C:15]([C:18]#[N:19])=[N:16][CH:17]=2)=[CH:6][CH:5]=1)(=[O:3])[CH3:2].[H][H], predict the reaction product. The product is: [C:1]([C:4]1[CH:9]=[CH:8][C:7]([CH2:10][CH2:11][C:12]2[CH:13]=[C:14]([Cl:20])[C:15]([C:18]#[N:19])=[N:16][CH:17]=2)=[CH:6][CH:5]=1)(=[O:3])[CH3:2]. (4) Given the reactants [C:1]([CH2:9][C:10]([O:12][CH2:13][CH3:14])=[O:11])(=[O:8])[C:2]1[CH:7]=[CH:6][CH:5]=[CH:4][CH:3]=1.[Br:15]N1C(=O)CCC1=O.CCOC(C)=O, predict the reaction product. The product is: [Br:15][CH:9]([C:1](=[O:8])[C:2]1[CH:7]=[CH:6][CH:5]=[CH:4][CH:3]=1)[C:10]([O:12][CH2:13][CH3:14])=[O:11]. (5) Given the reactants [F:1][C:2]([F:34])([F:33])[CH2:3][NH:4][C:5]([NH:7][C:8]1[CH:9]=[C:10]([C:14]2[N:18]3[N:19]=[CH:20][C:21]([C:23]4[CH:24]=[N:25][N:26]([CH:28]([CH3:32])[C:29](O)=[O:30])[CH:27]=4)=[CH:22][C:17]3=[N:16][CH:15]=2)[CH:11]=[CH:12][CH:13]=1)=[O:6].[N:35]1[CH:40]=[CH:39][CH:38]=[CH:37][C:36]=1[CH2:41][NH2:42], predict the reaction product. The product is: [N:35]1[CH:40]=[CH:39][CH:38]=[CH:37][C:36]=1[CH2:41][NH:42][C:29](=[O:30])[CH:28]([N:26]1[CH:27]=[C:23]([C:21]2[CH:20]=[N:19][N:18]3[C:14]([C:10]4[CH:11]=[CH:12][CH:13]=[C:8]([NH:7][C:5]([NH:4][CH2:3][C:2]([F:33])([F:1])[F:34])=[O:6])[CH:9]=4)=[CH:15][N:16]=[C:17]3[CH:22]=2)[CH:24]=[N:25]1)[CH3:32]. (6) Given the reactants [CH3:1][C:2]1[N:7]=[CH:6][C:5]([N:8]2[CH2:13][CH2:12][CH:11]([C:14]([OH:16])=O)[CH2:10][CH2:9]2)=[CH:4][CH:3]=1.C(Cl)(=O)C(Cl)=O.[CH3:23][C:24]1[CH:25]=[CH:26][C:27]2[NH:36][CH2:35][CH2:34][C:33]3[N:32]=[C:31]([N:37]4[CH2:42][CH2:41][O:40][CH2:39][CH2:38]4)[NH:30][C:29]=3[C:28]=2[CH:43]=1.C(N(CC)CC)C, predict the reaction product. The product is: [CH3:23][C:24]1[CH:25]=[CH:26][C:27]2[N:36]([C:14]([CH:11]3[CH2:10][CH2:9][N:8]([C:5]4[CH:6]=[N:7][C:2]([CH3:1])=[CH:3][CH:4]=4)[CH2:13][CH2:12]3)=[O:16])[CH2:35][CH2:34][C:33]3[N:32]=[C:31]([N:37]4[CH2:38][CH2:39][O:40][CH2:41][CH2:42]4)[NH:30][C:29]=3[C:28]=2[CH:43]=1.